From a dataset of Forward reaction prediction with 1.9M reactions from USPTO patents (1976-2016). Predict the product of the given reaction. (1) Given the reactants Br[C:2]1[C:7]([N:8]([CH2:23][O:24][CH3:25])[S:9]([C:12]2[CH:17]=[CH:16][C:15]([Cl:18])=[C:14]([C:19]([F:22])([F:21])[F:20])[CH:13]=2)(=[O:11])=[O:10])=[CH:6][C:5]([Cl:26])=[CH:4][N:3]=1.C([Mg]Cl)(C)C.[CH3:32][O:33][C:34]1[N:45]=[CH:44][CH:43]=[CH:42][C:35]=1[C:36](N(OC)C)=[O:37], predict the reaction product. The product is: [Cl:18][C:15]1[CH:16]=[CH:17][C:12]([S:9]([N:8]([C:7]2[C:2]([C:36]([C:35]3[C:34]([O:33][CH3:32])=[N:45][CH:44]=[CH:43][CH:42]=3)=[O:37])=[N:3][CH:4]=[C:5]([Cl:26])[CH:6]=2)[CH2:23][O:24][CH3:25])(=[O:11])=[O:10])=[CH:13][C:14]=1[C:19]([F:22])([F:21])[F:20]. (2) Given the reactants [CH:1]1([NH:7][C:8]2[CH:13]=[CH:12][CH:11]=[C:10]([O:14][C:15]3[CH:20]=[CH:19][C:18]([N+:21]([O-:23])=[O:22])=[C:17]([CH:24]([O:27][CH3:28])[O:25][CH3:26])[CH:16]=3)[CH:9]=2)[CH2:6][CH2:5][CH2:4][CH2:3][CH2:2]1.C([O-])([O-])=O.[Na+].[Na+].Cl[C:36]([O:38][CH2:39][C:40]1[CH:45]=[CH:44][CH:43]=[CH:42][CH:41]=1)=[O:37], predict the reaction product. The product is: [CH2:39]([O:38][C:36](=[O:37])[N:7]([CH:1]1[CH2:2][CH2:3][CH2:4][CH2:5][CH2:6]1)[C:8]1[CH:13]=[CH:12][CH:11]=[C:10]([O:14][C:15]2[CH:20]=[CH:19][C:18]([N+:21]([O-:23])=[O:22])=[C:17]([CH:24]([O:25][CH3:26])[O:27][CH3:28])[CH:16]=2)[CH:9]=1)[C:40]1[CH:45]=[CH:44][CH:43]=[CH:42][CH:41]=1. (3) Given the reactants [O:1]([C:8]1[CH:13]=[CH:12][C:11]([C:14]2[C:22]3[C:17](=[N:18][CH:19]=[N:20][C:21]=3[NH2:23])[N:16]([CH:24]3[CH2:29][CH2:28][NH:27][CH2:26][CH2:25]3)[N:15]=2)=[CH:10][CH:9]=1)[C:2]1[CH:7]=[CH:6][CH:5]=[CH:4][CH:3]=1.[CH3:30][N:31]([CH3:36])[CH2:32][C:33](O)=[O:34].Cl.CN(C)CCCN=C=NCC.CCN(C(C)C)C(C)C.ON1C2N=CC=CC=2N=N1, predict the reaction product. The product is: [NH2:23][C:21]1[N:20]=[CH:19][N:18]=[C:17]2[N:16]([CH:24]3[CH2:29][CH2:28][N:27]([C:33](=[O:34])[CH2:32][N:31]([CH3:36])[CH3:30])[CH2:26][CH2:25]3)[N:15]=[C:14]([C:11]3[CH:10]=[CH:9][C:8]([O:1][C:2]4[CH:7]=[CH:6][CH:5]=[CH:4][CH:3]=4)=[CH:13][CH:12]=3)[C:22]=12. (4) The product is: [O:31]1[C:30]2[C:25](=[N:26][CH:27]=[CH:28][CH:29]=2)[CH:24]=[C:23]1[CH2:22][N:19]1[CH2:20][CH2:21][C@H:17]([NH:16][S:10]([C:8]2[S:7][C:6]3[CH:14]=[C:2]([Cl:15])[CH:3]=[CH:4][C:5]=3[CH:9]=2)(=[O:12])=[O:11])[C:18]1=[O:32]. Given the reactants F[C:2]1[CH:3]=[CH:4][C:5]2[CH:9]=[C:8]([S:10](Cl)(=[O:12])=[O:11])[S:7][C:6]=2[CH:14]=1.[ClH:15].[NH2:16][C@H:17]1[CH2:21][CH2:20][N:19]([CH2:22][C:23]2[O:31][C:30]3[C:25](=[N:26][CH:27]=[CH:28][CH:29]=3)[CH:24]=2)[C:18]1=[O:32], predict the reaction product. (5) Given the reactants [C:1]([C:4]1[NH:8][C:7]2[C:9]([Cl:13])=[C:10]([Cl:12])[S:11][C:6]=2[CH:5]=1)([OH:3])=O.C1C=CC2N(O)N=NC=2C=1.CCN(C(C)C)C(C)C.[NH2:33][CH:34]1[CH2:42][C:41]2[C:36](=[CH:37][CH:38]=[CH:39][CH:40]=2)[CH:35]1[OH:43].CCN=C=NCCCN(C)C, predict the reaction product. The product is: [Cl:12][C:10]1[S:11][C:6]2[CH:5]=[C:4]([C:1](=[O:3])[NH:33][CH:34]3[CH2:42][C:41]4[C:36](=[CH:37][CH:38]=[CH:39][CH:40]=4)[CH:35]3[OH:43])[NH:8][C:7]=2[C:9]=1[Cl:13].